Dataset: Peptide-MHC class II binding affinity with 134,281 pairs from IEDB. Task: Regression. Given a peptide amino acid sequence and an MHC pseudo amino acid sequence, predict their binding affinity value. This is MHC class II binding data. (1) The peptide sequence is EKVDAAFKVAATAAN. The MHC is HLA-DQA10102-DQB10502 with pseudo-sequence HLA-DQA10102-DQB10502. The binding affinity (normalized) is 0.260. (2) The peptide sequence is GGVVQPGRSLRLSCA. The MHC is DRB1_0101 with pseudo-sequence DRB1_0101. The binding affinity (normalized) is 1.00. (3) The peptide sequence is TPGLFIQNTSPVDLC. The MHC is DRB1_0405 with pseudo-sequence DRB1_0405. The binding affinity (normalized) is 1.00.